This data is from Full USPTO retrosynthesis dataset with 1.9M reactions from patents (1976-2016). The task is: Predict the reactants needed to synthesize the given product. (1) Given the product [CH:14]1[C:15]2[C:20](=[CH:19][CH:18]=[CH:17][CH:16]=2)[CH:21]=[CH:22][C:13]=1[C:6]1[C:7]2[C:12](=[CH:11][CH:10]=[CH:9][CH:8]=2)[C:3]([OH:2])=[CH:4][CH:5]=1, predict the reactants needed to synthesize it. The reactants are: C[O:2][C:3]1[C:12]2[C:7](=[CH:8][CH:9]=[CH:10][CH:11]=2)[C:6]([C:13]2[CH:22]=[CH:21][C:20]3[C:15](=[CH:16][CH:17]=[CH:18][CH:19]=3)[CH:14]=2)=[CH:5][CH:4]=1.Br.C(O)(=O)C. (2) Given the product [Br:20][C:21]1[CH:29]=[C:28]2[C:24]([C:25]([C:30]([O:32][C:33]([CH3:36])([CH3:35])[CH3:34])=[O:31])=[N:26][NH:27]2)=[CH:23][CH:22]=1.[C:33]([O:32][C:30]([C:25]1[C:24]2[C:28](=[CH:29][C:21]([C:50]3([OH:53])[CH2:51][CH2:52][O:47][CH2:48][CH2:49]3)=[CH:22][CH:23]=2)[NH:27][N:26]=1)=[O:31])([CH3:36])([CH3:35])[CH3:34], predict the reactants needed to synthesize it. The reactants are: C(OC(OC(OC(C)(C)C)=O)=O)(C)(C)C.[OH-].[Na+].[H-].[Na+].[Br:20][C:21]1[CH:29]=[C:28]2[C:24]([C:25]([C:30]([O:32][C:33]([CH3:36])([CH3:35])[CH3:34])=[O:31])=[N:26][NH:27]2)=[CH:23][CH:22]=1.C([Li])CCC.CCCCC.[O:47]1[CH2:52][CH2:51][C:50](=[O:53])[CH2:49][CH2:48]1.